This data is from NCI-60 drug combinations with 297,098 pairs across 59 cell lines. The task is: Regression. Given two drug SMILES strings and cell line genomic features, predict the synergy score measuring deviation from expected non-interaction effect. (1) Drug 1: CCCCC(=O)OCC(=O)C1(CC(C2=C(C1)C(=C3C(=C2O)C(=O)C4=C(C3=O)C=CC=C4OC)O)OC5CC(C(C(O5)C)O)NC(=O)C(F)(F)F)O. Drug 2: C1CCC(C(C1)N)N.C(=O)(C(=O)[O-])[O-].[Pt+4]. Cell line: SR. Synergy scores: CSS=79.0, Synergy_ZIP=-0.791, Synergy_Bliss=-1.13, Synergy_Loewe=-2.03, Synergy_HSA=1.01. (2) Drug 1: CC(C)CN1C=NC2=C1C3=CC=CC=C3N=C2N. Drug 2: CC1CCCC2(C(O2)CC(NC(=O)CC(C(C(=O)C(C1O)C)(C)C)O)C(=CC3=CSC(=N3)C)C)C. Cell line: M14. Synergy scores: CSS=59.1, Synergy_ZIP=2.48, Synergy_Bliss=1.64, Synergy_Loewe=-12.1, Synergy_HSA=1.70. (3) Synergy scores: CSS=20.3, Synergy_ZIP=9.25, Synergy_Bliss=10.4, Synergy_Loewe=6.91, Synergy_HSA=8.08. Drug 1: CNC(=O)C1=NC=CC(=C1)OC2=CC=C(C=C2)NC(=O)NC3=CC(=C(C=C3)Cl)C(F)(F)F. Drug 2: C1=CC=C(C(=C1)C(C2=CC=C(C=C2)Cl)C(Cl)Cl)Cl. Cell line: NCI-H522. (4) Drug 1: C1CC(C1)(C(=O)O)C(=O)O.[NH2-].[NH2-].[Pt+2]. Drug 2: CC1=C(C=C(C=C1)C(=O)NC2=CC(=CC(=C2)C(F)(F)F)N3C=C(N=C3)C)NC4=NC=CC(=N4)C5=CN=CC=C5. Cell line: SK-OV-3. Synergy scores: CSS=-4.72, Synergy_ZIP=2.06, Synergy_Bliss=-0.173, Synergy_Loewe=-1.62, Synergy_HSA=-3.74. (5) Drug 1: C1CC(C1)(C(=O)O)C(=O)O.[NH2-].[NH2-].[Pt+2]. Drug 2: CC1CCC2CC(C(=CC=CC=CC(CC(C(=O)C(C(C(=CC(C(=O)CC(OC(=O)C3CCCCN3C(=O)C(=O)C1(O2)O)C(C)CC4CCC(C(C4)OC)OCCO)C)C)O)OC)C)C)C)OC. Cell line: HL-60(TB). Synergy scores: CSS=44.6, Synergy_ZIP=4.23, Synergy_Bliss=3.39, Synergy_Loewe=-0.795, Synergy_HSA=-0.979. (6) Drug 1: CC=C1C(=O)NC(C(=O)OC2CC(=O)NC(C(=O)NC(CSSCCC=C2)C(=O)N1)C(C)C)C(C)C. Drug 2: CCCCC(=O)OCC(=O)C1(CC(C2=C(C1)C(=C3C(=C2O)C(=O)C4=C(C3=O)C=CC=C4OC)O)OC5CC(C(C(O5)C)O)NC(=O)C(F)(F)F)O. Cell line: U251. Synergy scores: CSS=69.3, Synergy_ZIP=3.70, Synergy_Bliss=3.57, Synergy_Loewe=-3.60, Synergy_HSA=5.28. (7) Drug 1: CCC1=CC2CC(C3=C(CN(C2)C1)C4=CC=CC=C4N3)(C5=C(C=C6C(=C5)C78CCN9C7C(C=CC9)(C(C(C8N6C)(C(=O)OC)O)OC(=O)C)CC)OC)C(=O)OC.C(C(C(=O)O)O)(C(=O)O)O. Drug 2: CC12CCC3C(C1CCC2O)C(CC4=C3C=CC(=C4)O)CCCCCCCCCS(=O)CCCC(C(F)(F)F)(F)F. Cell line: DU-145. Synergy scores: CSS=54.5, Synergy_ZIP=0.309, Synergy_Bliss=2.11, Synergy_Loewe=-14.6, Synergy_HSA=2.71. (8) Drug 1: C1CCC(C1)C(CC#N)N2C=C(C=N2)C3=C4C=CNC4=NC=N3. Drug 2: CC=C1C(=O)NC(C(=O)OC2CC(=O)NC(C(=O)NC(CSSCCC=C2)C(=O)N1)C(C)C)C(C)C. Cell line: ACHN. Synergy scores: CSS=14.1, Synergy_ZIP=-11.0, Synergy_Bliss=-12.1, Synergy_Loewe=-32.8, Synergy_HSA=-12.9.